Binary Classification. Given a drug SMILES string, predict its activity (active/inactive) in a high-throughput screening assay against a specified biological target. From a dataset of Serine/threonine kinase 33 screen with 319,792 compounds. (1) The compound is s1c2nc(c(c(c2c2[nH]cnc(=O)c12)c1ccc(OC)cc1)C(OCC)=O)C. The result is 0 (inactive). (2) The compound is Brc1c(NC(=O)CN2CCN(S(=O)(=O)c3ccc(F)cc3)CCC2)cccc1. The result is 0 (inactive). (3) The drug is s1cc(C2C(=C(N(C(=C2C(OCC)=O)C)C)C)C(OCC)=O)cc1. The result is 0 (inactive). (4) The compound is O=C(NCCC(C)C)c1cc2[nH]cnc2cc1. The result is 0 (inactive).